Binary Classification. Given a miRNA mature sequence and a target amino acid sequence, predict their likelihood of interaction. From a dataset of Experimentally validated miRNA-target interactions with 360,000+ pairs, plus equal number of negative samples. (1) The miRNA is hsa-miR-92a-1-5p with sequence AGGUUGGGAUCGGUUGCAAUGCU. The protein sequence of the target gene is MPAKGKKGKGQGKSHGKKQKKPEVDILSPAAMLNLYYIAHNVADCLHLRGFHWPGAPKGKKGRSK. Result: 0 (no interaction). (2) The miRNA is hsa-miR-6721-5p with sequence UGGGCAGGGGCUUAUUGUAGGAG. The protein sequence of the target gene is MGPLSARLLMQRGRPKSDRLGKIRSLDLSGLELLSEHLDPKLLCRLTQLQELDLSNNHLETLPDNLGLSHLRVLRCANNQLGDVTALCQFPKLEELSLEGNPFLTVNDNLKVSFLLPTLRKVNGKDASSTYSQVENLNRELTSRVTAHWEKFMATLGPEEEAEKAQADFVKSAVRDVRYGPESLSEFTQWRVRMISEELVAASRTQVQKANSPEKPPEAGAAHKPRARLAALKRPDDVPLSLSPSKRACASPSAQVEGSPVAGSDGSQPAVKLEPLHFLQCHSKNNSPQDLETQLWACAF.... Result: 0 (no interaction).